From a dataset of Full USPTO retrosynthesis dataset with 1.9M reactions from patents (1976-2016). Predict the reactants needed to synthesize the given product. (1) Given the product [Si:14]([O:13][C@@H:8]([C:5]1[CH:6]=[CH:7][C:2]([B:21]2[O:25][C:24]([CH3:27])([CH3:26])[C:23]([CH3:29])([CH3:28])[O:22]2)=[CH:3][CH:4]=1)[CH2:9][C:10](=[O:12])[CH3:11])([C:17]([CH3:20])([CH3:19])[CH3:18])([CH3:16])[CH3:15], predict the reactants needed to synthesize it. The reactants are: Br[C:2]1[CH:7]=[CH:6][C:5]([C@H:8]([O:13][Si:14]([C:17]([CH3:20])([CH3:19])[CH3:18])([CH3:16])[CH3:15])[CH2:9][C:10](=[O:12])[CH3:11])=[CH:4][CH:3]=1.[B:21]1([B:21]2[O:25][C:24]([CH3:27])([CH3:26])[C:23]([CH3:29])([CH3:28])[O:22]2)[O:25][C:24]([CH3:27])([CH3:26])[C:23]([CH3:29])([CH3:28])[O:22]1.CC([O-])=O.[K+]. (2) Given the product [CH:37]1([C:35]([NH:34][C:32]2[N:33]=[C:28]3[CH:27]=[CH:26][C:25]([O:24][C:23]4[CH:40]=[CH:41][C:42]([CH3:43])=[C:21]([NH:20][C:7]([C:5]5[C:4]([CH3:10])=[N:3][N:2]([CH3:1])[CH:6]=5)=[O:8])[CH:22]=4)=[CH:30][N:29]3[N:31]=2)=[O:36])[CH2:38][CH2:39]1, predict the reactants needed to synthesize it. The reactants are: [CH3:1][N:2]1[CH:6]=[C:5]([C:7](O)=[O:8])[C:4]([CH3:10])=[N:3]1.O1CCCC1.S(Cl)(Cl)=O.[NH2:20][C:21]1[CH:22]=[C:23]([CH:40]=[CH:41][C:42]=1[CH3:43])[O:24][C:25]1[CH:26]=[CH:27][C:28]2[N:29]([N:31]=[C:32]([NH:34][C:35]([CH:37]3[CH2:39][CH2:38]3)=[O:36])[N:33]=2)[CH:30]=1.